The task is: Predict the product of the given reaction.. This data is from Forward reaction prediction with 1.9M reactions from USPTO patents (1976-2016). Given the reactants ClC1[CH:20]=[C:19]([CH:17](NC(C2NC=[C:17]([C:19]3[C:24](Cl)=CN=C(NC(C)C)[CH:20]=3)C=2)=O)CO)[CH:24]=CC=1.N1C=NN=N1.C(#N)C.[C:38]([O:42]OO)([CH3:41])([CH3:40])[CH3:39], predict the reaction product. The product is: [C:38]([O:42][C:19]([CH3:17])([CH3:20])[CH3:24])([CH3:41])([CH3:40])[CH3:39].